Dataset: Peptide-MHC class II binding affinity with 134,281 pairs from IEDB. Task: Regression. Given a peptide amino acid sequence and an MHC pseudo amino acid sequence, predict their binding affinity value. This is MHC class II binding data. (1) The peptide sequence is CGSTDEYCSPDHNCQ. The MHC is DRB3_0202 with pseudo-sequence DRB3_0202. The binding affinity (normalized) is 0.103. (2) The peptide sequence is TISVFLHSEEGSRAY. The MHC is DRB1_1101 with pseudo-sequence DRB1_1101. The binding affinity (normalized) is 0.397. (3) The peptide sequence is GPVTILNWSFVRNDQ. The binding affinity (normalized) is 0.137. The MHC is HLA-DPA10201-DPB11401 with pseudo-sequence HLA-DPA10201-DPB11401. (4) The peptide sequence is ELLKTVRLIKFLYQSNP. The MHC is HLA-DPA10201-DPB10101 with pseudo-sequence HLA-DPA10201-DPB10101. The binding affinity (normalized) is 0.694. (5) The peptide sequence is GELQIVDKIDAAFTI. The MHC is DRB4_0101 with pseudo-sequence DRB4_0103. The binding affinity (normalized) is 0.690. (6) The peptide sequence is KGNFQRLAITKGKVD. The MHC is DRB1_1501 with pseudo-sequence DRB1_1501. The binding affinity (normalized) is 0.283.